From a dataset of Forward reaction prediction with 1.9M reactions from USPTO patents (1976-2016). Predict the product of the given reaction. (1) The product is: [N+:1]([C:4]1[C:5]([C:15]([OH:17])=[O:16])=[N:6][N:7]([C:9]2[CH:14]=[CH:13][CH:12]=[CH:11][CH:10]=2)[CH:8]=1)([O-:3])=[O:2]. Given the reactants [N+:1]([C:4]1[C:5]([C:15]([O:17]C)=[O:16])=[N:6][N:7]([C:9]2[CH:14]=[CH:13][CH:12]=[CH:11][CH:10]=2)[CH:8]=1)([O-:3])=[O:2], predict the reaction product. (2) The product is: [F:8][C:9]1[CH:14]=[CH:13][C:12]([S:15]([N:2]2[CH2:3][CH2:4][S:15][C:12]([CH3:13])([CH3:11])[C@@H:7]2[C:6]([OH:5])=[O:19])(=[O:17])=[O:16])=[CH:11][CH:10]=1. Given the reactants C[N:2]1[CH2:7][CH2:6][O:5][CH2:4][CH2:3]1.[F:8][C:9]1[CH:14]=[CH:13][C:12]([S:15](Cl)(=[O:17])=[O:16])=[CH:11][CH:10]=1.[OH2:19], predict the reaction product. (3) Given the reactants Cl[C:2]1[C:11]2[N:12]=[CH:13][N:14]([CH2:15][CH:16]([CH3:18])[CH3:17])[C:10]=2[C:9]2[CH:8]=[CH:7][CH:6]=[CH:5][C:4]=2[N:3]=1, predict the reaction product. The product is: [CH2:10]([NH:14][C:2]1[C:11]2[N:12]=[CH:13][N:14]([CH2:15][CH:16]([CH3:18])[CH3:17])[C:10]=2[C:9]2[CH:8]=[CH:7][CH:6]=[CH:5][C:4]=2[N:3]=1)[C:9]1[CH:8]=[CH:7][CH:6]=[CH:5][CH:4]=1. (4) Given the reactants [CH2:1]([C:4]1[CH:13]=[CH:12][CH:11]=[C:10]2[C:5]=1[CH:6]=[CH:7][C:8]1[N:9]2[N:14]=[N:15][C:16]=1[C:17]([O:19][CH3:20])=[O:18])[CH:2]=C.I([O-])(=O)(=O)=[O:22].[Na+], predict the reaction product. The product is: [O:22]=[CH:2][CH2:1][C:4]1[CH:13]=[CH:12][CH:11]=[C:10]2[C:5]=1[CH:6]=[CH:7][C:8]1[N:9]2[N:14]=[N:15][C:16]=1[C:17]([O:19][CH3:20])=[O:18]. (5) Given the reactants C(NC(C)C)(C)C.C([Li])CCC.[CH3:13][O:14][C:15]([N:17]1[CH2:22][CH2:21][C:20](=[O:23])[N:19]([CH3:24])[C@@H:18]1[C:25]([CH3:28])([CH3:27])[CH3:26])=[O:16].[F:29][C:30]1[CH:35]=[C:34]([F:36])[CH:33]=[CH:32][C:31]=1[CH2:37][C@@H:38]([CH2:41]I)[CH2:39][CH3:40], predict the reaction product. The product is: [CH3:13][O:14][C:15]([N:17]1[CH2:22][CH:21]([CH2:41][CH:38]([CH2:37][C:31]2[CH:32]=[CH:33][C:34]([F:36])=[CH:35][C:30]=2[F:29])[CH2:39][CH3:40])[C:20](=[O:23])[N:19]([CH3:24])[CH:18]1[C:25]([CH3:28])([CH3:27])[CH3:26])=[O:16]. (6) Given the reactants FC(F)(F)C1C=C(NC(=O)NC2C=CC(C3SC(CCC(O)=O)=NC=3)=CC=2)C=CC=1.[CH3:31][C:32]([CH3:64])([CH2:37][CH2:38][C:39]1[S:40][C:41]([C:44]2[CH:49]=[CH:48][C:47]([NH:50][C:51]([NH:53][C:54]3[CH:59]=[CH:58][CH:57]=[C:56]([C:60]([F:63])([F:62])[F:61])[CH:55]=3)=[O:52])=[CH:46][CH:45]=2)=[CH:42][N:43]=1)[C:33]([O:35]C)=[O:34], predict the reaction product. The product is: [CH3:31][C:32]([CH3:64])([CH2:37][CH2:38][C:39]1[S:40][C:41]([C:44]2[CH:45]=[CH:46][C:47]([NH:50][C:51]([NH:53][C:54]3[CH:59]=[CH:58][CH:57]=[C:56]([C:60]([F:62])([F:61])[F:63])[CH:55]=3)=[O:52])=[CH:48][CH:49]=2)=[CH:42][N:43]=1)[C:33]([OH:35])=[O:34].